From a dataset of Full USPTO retrosynthesis dataset with 1.9M reactions from patents (1976-2016). Predict the reactants needed to synthesize the given product. (1) Given the product [Br:27][C:15]1[CH:14]=[C:9]([C:10]([O:12][CH3:13])=[O:11])[C:8]2[NH:5][C:23]3[CH:22]=[C:21]([O:24][CH3:25])[C:20]([Cl:26])=[CH:19][C:18]=3[C:17]=2[N:16]=1, predict the reactants needed to synthesize it. The reactants are: ClCCCl.[N:5]([C:8]1[C:17]([C:18]2[CH:23]=[CH:22][C:21]([O:24][CH3:25])=[C:20]([Cl:26])[CH:19]=2)=[N:16][C:15]([Br:27])=[CH:14][C:9]=1[C:10]([O:12][CH3:13])=[O:11])=[N+]=[N-]. (2) Given the product [ClH:19].[Cl:19][C:16]1[CH:17]=[CH:18][C:11]2[CH2:10][CH2:9][NH:8][CH2:14][CH2:13][C:12]=2[C:15]=1[S:20][CH2:21][C:29]1[N:30]=[C:31]([CH3:34])[S:32][CH:33]=1, predict the reactants needed to synthesize it. The reactants are: C(OC([N:8]1[CH2:14][CH2:13][C:12]2[C:15]([S:20][C:21](=O)N(C)C)=[C:16]([Cl:19])[CH:17]=[CH:18][C:11]=2[CH2:10][CH2:9]1)=O)(C)(C)C.Cl.ClC[C:29]1[N:30]=[C:31]([CH3:34])[S:32][CH:33]=1. (3) Given the product [NH2:36][C:25]1[C:24]([OH:23])=[CH:33][C:32]2[C:27](=[C:28]([O:34][CH3:35])[CH:29]=[CH:30][CH:31]=2)[N:26]=1.[S:37]([C:42]1[CH:48]=[CH:47][C:45]([CH3:46])=[CH:44][CH:43]=1)([O-:40])(=[O:39])=[O:38].[CH3:21][CH:22]1[NH+:36]=[C:25]2[N:26]([CH3:2])[C:27]3[C:28]([O:34][CH3:35])=[CH:29][CH:30]=[CH:31][C:32]=3[CH:33]=[C:24]2[O:23]1, predict the reactants needed to synthesize it. The reactants are: N[C:2]1C=CC2C(=C(OC)C=CC=2)N=1.C(OC(=O)C)(=O)C.[CH3:21][C:22]1[O:23][C:24]2[C:25]([N:36]=1)=[N:26][C:27]1[C:28]([O:34][CH3:35])=[CH:29][CH:30]=[CH:31][C:32]=1[CH:33]=2.[S:37]([C:42]1[CH:48]=[CH:47][C:45]([CH3:46])=[CH:44][CH:43]=1)([O:40]C)(=[O:39])=[O:38]. (4) Given the product [C:3]([N:4]1[CH2:7][CH:6]([NH:8][C:9]2[CH:14]=[CH:13][C:12]([NH:15][C:16]3[N:21]=[C:20]([NH:22][C:23]4[CH:24]=[C:25]([NH:29][C:30](=[O:33])[CH:31]=[CH2:32])[CH:26]=[CH:27][CH:28]=4)[C:19]([C:34]([F:36])([F:35])[F:37])=[CH:18][N:17]=3)=[C:11]([O:38][CH3:39])[CH:10]=2)[CH2:5]1)(=[O:43])[CH3:2], predict the reactants needed to synthesize it. The reactants are: F[CH2:2][CH2:3][N:4]1[CH2:7][CH:6]([NH:8][C:9]2[CH:14]=[CH:13][C:12]([NH:15][C:16]3[N:21]=[C:20]([NH:22][C:23]4[CH:24]=[C:25]([NH:29][C:30](=[O:33])[CH:31]=[CH2:32])[CH:26]=[CH:27][CH:28]=4)[C:19]([C:34]([F:37])([F:36])[F:35])=[CH:18][N:17]=3)=[C:11]([O:38][CH3:39])[CH:10]=2)[CH2:5]1.FC(F)(F)C(O)=[O:43]. (5) Given the product [CH2:11]([N:12]([CH2:27][C:28]1[CH:29]=[CH:30][C:21]([CH2:14][CH2:13][N:40]2[CH2:45][CH2:44][CH2:43][CH2:42][CH2:41]2)=[CH:22][CH:23]=1)[C:13]1[CH:18]=[C:17]([O:19][CH3:20])[CH:16]=[CH:15][C:14]=1[CH:21]1[CH2:22][CH2:23][C:28]2[CH:27]=[C:26]([OH:31])[CH:25]=[CH:24][C:29]=2[CH2:30]1)[CH3:10], predict the reactants needed to synthesize it. The reactants are: C(CC1C=CC(C[CH2:10][CH2:11][NH:12][C:13]2[CH:18]=[C:17]([O:19][CH3:20])[CH:16]=[CH:15][C:14]=2[CH:21]2[CH2:30][CH2:29][C:28]3[CH:27]=[C:26]([O:31]C(=O)C(C)(C)C)[CH:25]=[CH:24][C:23]=3[CH2:22]2)=CC=1)(O)=O.[NH:40]1[CH2:45][CH2:44][CH2:43][CH2:42][CH2:41]1. (6) Given the product [O:23]=[C:22]1[CH2:21][CH2:20][C:11]2([CH2:10][CH2:9][N:8]([C:6]([O:5][C:1]([CH3:4])([CH3:2])[CH3:3])=[O:7])[CH2:13][CH2:12]2)[CH2:14][CH:15]1[C:16]([O:18][CH3:19])=[O:17], predict the reactants needed to synthesize it. The reactants are: [C:1]([O:5][C:6]([N:8]1[CH2:13][CH2:12][C:11]([CH2:20][CH2:21][C:22](OC)=[O:23])([CH2:14][CH2:15][C:16]([O:18][CH3:19])=[O:17])[CH2:10][CH2:9]1)=[O:7])([CH3:4])([CH3:3])[CH3:2].CC([O-])(C)C.[K+].